This data is from Catalyst prediction with 721,799 reactions and 888 catalyst types from USPTO. The task is: Predict which catalyst facilitates the given reaction. (1) Reactant: [Cl:1][C:2]1[CH:20]=[CH:19][C:5]2[N:6]=[C:7]([N:9]3[CH2:14][CH2:13][CH:12]([NH:15][CH:16]([CH3:18])[CH3:17])[CH2:11][CH2:10]3)[S:8][C:4]=2[CH:3]=1.[CH3:21][O:22][C:23](=[O:33])[CH2:24][C:25]1[CH:30]=[CH:29][CH:28]=[C:27]([CH2:31]Br)[CH:26]=1.C(=O)([O-])[O-].[K+].[K+].CN(C)C=O. Product: [CH3:21][O:22][C:23](=[O:33])[CH2:24][C:25]1[CH:30]=[CH:29][CH:28]=[C:27]([CH2:31][N:15]([CH:12]2[CH2:11][CH2:10][N:9]([C:7]3[S:8][C:4]4[CH:3]=[C:2]([Cl:1])[CH:20]=[CH:19][C:5]=4[N:6]=3)[CH2:14][CH2:13]2)[CH:16]([CH3:18])[CH3:17])[CH:26]=1. The catalyst class is: 6. (2) Product: [C:1]([C:4]1[CH:12]=[C:11]2[C:7]([C:8]([CH:14]([C:34]3[CH:42]=[CH:41][C:37]4[O:38][CH2:39][O:40][C:36]=4[CH:35]=3)[C:15]([NH:17][S:18]([C:21]3[CH:22]=[CH:23][C:24]([CH2:27][CH2:28][C:29]([O:31][CH2:32][CH3:33])=[O:30])=[CH:25][CH:26]=3)(=[O:20])=[O:19])=[O:16])=[CH:9][N:10]2[CH3:13])=[CH:6][CH:5]=1)(=[O:3])[NH2:2]. Reactant: [C:1]([C:4]1[CH:12]=[C:11]2[C:7]([C:8]([CH:14]([C:34]3[CH:42]=[CH:41][C:37]4[O:38][CH2:39][O:40][C:36]=4[CH:35]=3)[C:15]([NH:17][S:18]([C:21]3[CH:26]=[CH:25][C:24](/[CH:27]=[CH:28]/[C:29]([O:31][CH2:32][CH3:33])=[O:30])=[CH:23][CH:22]=3)(=[O:20])=[O:19])=[O:16])=[CH:9][N:10]2[CH3:13])=[CH:6][CH:5]=1)(=[O:3])[NH2:2].[H][H]. The catalyst class is: 29. (3) Reactant: [CH:1]1([CH2:6][CH:7]([C:12]2[CH:17]=[CH:16][C:15]([S:18]([CH:21]3[CH2:23][CH2:22]3)(=[O:20])=[O:19])=[CH:14][CH:13]=2)[C:8]([O:10]C)=[O:9])[CH2:5][CH2:4][CH2:3][CH2:2]1.O1CCCC1.[OH-].[Na+].Cl. Product: [CH:1]1([CH2:6][CH:7]([C:12]2[CH:17]=[CH:16][C:15]([S:18]([CH:21]3[CH2:23][CH2:22]3)(=[O:19])=[O:20])=[CH:14][CH:13]=2)[C:8]([OH:10])=[O:9])[CH2:2][CH2:3][CH2:4][CH2:5]1. The catalyst class is: 5. (4) The catalyst class is: 3. Product: [F:20][C:17]1[CH:18]=[CH:19][CH:2]=[CH:3][C:4]=1[CH2:5][N:6]1[CH:11]=[C:10]([C:12]([F:15])([F:14])[F:13])[CH:9]=[CH:8][C:7]1=[O:16]. Reactant: Cl[C:2]1[CH:3]=[C:4]([CH:17]=[CH:18][CH:19]=1)[CH2:5][N:6]1[CH:11]=[C:10]([C:12]([F:15])([F:14])[F:13])[CH:9]=[CH:8][C:7]1=[O:16].[F:20]C(F)(F)C1C=CC(=O)NC=1.C(=O)([O-])[O-].[Na+].[Na+].BrCC1C=CC=CC=1F.N. (5) Reactant: [CH3:1][N:2]([CH3:11])[S:3]([N:6]1[CH:10]=[CH:9][CH:8]=[N:7]1)(=[O:5])=[O:4].O1CCCC1.C([Li])CCC.[CH3:22][S:23]SC. Product: [CH3:1][N:2]([CH3:11])[S:3]([N:6]1[C:10]([S:23][CH3:22])=[CH:9][CH:8]=[N:7]1)(=[O:4])=[O:5]. The catalyst class is: 805.